From a dataset of Catalyst prediction with 721,799 reactions and 888 catalyst types from USPTO. Predict which catalyst facilitates the given reaction. (1) Reactant: [N:1]1([C:7](Cl)=[O:8])[CH2:6][CH2:5][O:4][CH2:3][CH2:2]1.[Cl:10][C:11]1[C:12]([F:37])=[C:13]([CH:34]=[CH:35][CH:36]=1)[NH:14][C:15]1[C:24]2[C:19](=[CH:20][C:21]([O:32][CH3:33])=[C:22]([O:25][CH:26]3[CH2:31][CH2:30][NH:29][CH2:28][CH2:27]3)[CH:23]=2)[N:18]=[CH:17][N:16]=1.C(N(C(C)C)CC)(C)C. Product: [Cl:10][C:11]1[C:12]([F:37])=[C:13]([CH:34]=[CH:35][CH:36]=1)[NH:14][C:15]1[C:24]2[C:19](=[CH:20][C:21]([O:32][CH3:33])=[C:22]([O:25][CH:26]3[CH2:31][CH2:30][N:29]([C:7]([N:1]4[CH2:6][CH2:5][O:4][CH2:3][CH2:2]4)=[O:8])[CH2:28][CH2:27]3)[CH:23]=2)[N:18]=[CH:17][N:16]=1. The catalyst class is: 4. (2) Product: [Cl:1][C:2]1[N:6]([CH2:18][C:17]2[CH:20]=[CH:21][C:14]([Cl:13])=[CH:15][CH:16]=2)[C:5]2[CH:7]=[CH:8][CH:9]=[CH:10][C:4]=2[N:3]=1. The catalyst class is: 3. Reactant: [Cl:1][C:2]1[NH:3][C:4]2[CH:10]=[CH:9][CH:8]=[CH:7][C:5]=2[N:6]=1.[H-].[Na+].[Cl:13][C:14]1[CH:21]=[CH:20][C:17]([CH2:18]Br)=[CH:16][CH:15]=1. (3) Reactant: [Cl:1][C:2]1[CH:7]=[CH:6][N:5]2[C:8](I)=[CH:9][N:10]=[C:4]2[CH:3]=1.CC1(C)C(C)(C)OB([C:20]2[CH:26]=[CH:25][C:23]([NH2:24])=[CH:22][CH:21]=2)O1.C(=O)([O-])[O-].[K+].[K+].O1CCOCC1. Product: [Cl:1][C:2]1[CH:7]=[CH:6][N:5]2[C:8]([C:20]3[CH:26]=[CH:25][C:23]([NH2:24])=[CH:22][CH:21]=3)=[CH:9][N:10]=[C:4]2[CH:3]=1. The catalyst class is: 189. (4) Reactant: [N:1]1([CH2:14][CH2:15][C:16]([O:18]CC)=O)[C:13]2[C:12]3[CH:11]=[CH:10][CH:9]=[CH:8][C:7]=3[N:6]=[CH:5][C:4]=2[N:3]=[CH:2]1.C1COCC1.[CH3:26][NH2:27]. Product: [N:1]1([CH2:14][CH2:15][C:16]([NH:27][CH3:26])=[O:18])[C:13]2[C:12]3[CH:11]=[CH:10][CH:9]=[CH:8][C:7]=3[N:6]=[CH:5][C:4]=2[N:3]=[CH:2]1. The catalyst class is: 6.